From a dataset of Forward reaction prediction with 1.9M reactions from USPTO patents (1976-2016). Predict the product of the given reaction. (1) Given the reactants [Cl:1][CH2:2][C:3]1[CH:11]=[CH:10][C:6]([C:7](Cl)=[O:8])=[CH:5][CH:4]=1.[Cl:12][C:13]1[CH:19]=[CH:18][C:16]([NH2:17])=[C:15]([N:20]2[CH2:25][CH2:24][N:23]([CH2:26][CH2:27][C:28]([F:31])([F:30])[F:29])[CH2:22][CH2:21]2)[CH:14]=1.CCN(C(C)C)C(C)C, predict the reaction product. The product is: [Cl:12][C:13]1[CH:19]=[CH:18][C:16]([NH:17][C:7](=[O:8])[C:6]2[CH:10]=[CH:11][C:3]([CH2:2][Cl:1])=[CH:4][CH:5]=2)=[C:15]([N:20]2[CH2:25][CH2:24][N:23]([CH2:26][CH2:27][C:28]([F:29])([F:31])[F:30])[CH2:22][CH2:21]2)[CH:14]=1. (2) Given the reactants [I:1][C:2]1[C:10]2[C:5](=[N:6][CH:7]=[N:8][C:9]=2[NH2:11])[NH:4][N:3]=1.[H-].[Na+].Cl[CH:15]([C:17]1[C:26]([C:27]2[CH:28]=[N:29][CH:30]=[C:31]([F:33])[CH:32]=2)=[CH:25][C:24]2[C:19](=[CH:20][CH:21]=[C:22]([F:34])[CH:23]=2)[N:18]=1)[CH3:16], predict the reaction product. The product is: [F:34][C:22]1[CH:23]=[C:24]2[C:19](=[CH:20][CH:21]=1)[N:18]=[C:17]([CH:15]([N:4]1[C:5]3=[N:6][CH:7]=[N:8][C:9]([NH2:11])=[C:10]3[C:2]([I:1])=[N:3]1)[CH3:16])[C:26]([C:27]1[CH:28]=[N:29][CH:30]=[C:31]([F:33])[CH:32]=1)=[CH:25]2. (3) Given the reactants [Cl:1][C:2]1[CH:3]=[CH:4][C:5]([C:28]([F:31])([F:30])[F:29])=[C:6]([CH:27]=1)[CH2:7][N:8]1[CH2:13][CH2:12][NH:11][C:10]2[N:14]=[CH:15][C:16]([C:18]3[CH:26]=[CH:25][C:21]([C:22](O)=[O:23])=[CH:20][CH:19]=3)=[CH:17][C:9]1=2.[Cl:32][C:33]1[CH:34]=[C:35]([CH:38]=[CH:39][CH:40]=1)[CH2:36][NH2:37], predict the reaction product. The product is: [Cl:32][C:33]1[CH:34]=[C:35]([CH:38]=[CH:39][CH:40]=1)[CH2:36][NH:37][C:22](=[O:23])[C:21]1[CH:25]=[CH:26][C:18]([C:16]2[CH:15]=[N:14][C:10]3[NH:11][CH2:12][CH2:13][N:8]([CH2:7][C:6]4[CH:27]=[C:2]([Cl:1])[CH:3]=[CH:4][C:5]=4[C:28]([F:30])([F:29])[F:31])[C:9]=3[CH:17]=2)=[CH:19][CH:20]=1. (4) Given the reactants [NH2:1][C:2]1[CH:3]=[CH:4][C:5]2[C:6]3[N:14]=[C:13]([Br:15])[CH:12]=[C:11]([C:16]([O:18]C)=O)[C:7]=3[NH:8][C:9]=2[CH:10]=1.[NH3:20], predict the reaction product. The product is: [NH2:1][C:2]1[CH:3]=[CH:4][C:5]2[C:6]3[N:14]=[C:13]([Br:15])[CH:12]=[C:11]([C:16]([NH2:20])=[O:18])[C:7]=3[NH:8][C:9]=2[CH:10]=1. (5) Given the reactants Cl[C:2]1[N:7]=[C:6]([N:8]2[CH2:12][CH2:11][CH2:10][CH:9]2[C:13]2[CH:18]=[CH:17][C:16]([CH3:19])=[CH:15][CH:14]=2)[N:5]=[C:4]([C:20]2[CH:21]=[N:22][CH:23]=[N:24][CH:25]=2)[C:3]=1[O:26][CH3:27].[NH2:28][C:29]1[S:30][C:31]([C:34]#[N:35])=[CH:32][N:33]=1.CC(C1C=C(C(C)C)C(C2C(P(C(C)(C)C)C(C)(C)C)=CC=CC=2)=C(C(C)C)C=1)C.P([O-])([O-])([O-])=O.[K+].[K+].[K+], predict the reaction product. The product is: [CH3:27][O:26][C:3]1[C:4]([C:20]2[CH:21]=[N:22][CH:23]=[N:24][CH:25]=2)=[N:5][C:6]([N:8]2[CH2:12][CH2:11][CH2:10][CH:9]2[C:13]2[CH:18]=[CH:17][C:16]([CH3:19])=[CH:15][CH:14]=2)=[N:7][C:2]=1[NH:28][C:29]1[S:30][C:31]([C:34]#[N:35])=[CH:32][N:33]=1. (6) Given the reactants [Cl:1][C:2]1[CH:7]=[CH:6][C:5]([C:8]2[N:9]=[C:10](Br)[S:11][CH:12]=2)=[CH:4][CH:3]=1.Br[C:15]1[CH:16]=[N:17][CH:18]=[C:19]([CH:25]=1)[C:20]([O:22]CC)=[O:21].O1CC[CH2:28][CH2:27]1, predict the reaction product. The product is: [CH2:27]([C:18]1[N:17]=[CH:16][C:15]([C:10]2[S:11][CH:12]=[C:8]([C:5]3[CH:6]=[CH:7][C:2]([Cl:1])=[CH:3][CH:4]=3)[N:9]=2)=[CH:25][C:19]=1[C:20]([OH:22])=[O:21])[CH3:28]. (7) Given the reactants [F:1][C:2]1[CH:7]=[CH:6][C:5]([O:8][CH3:9])=[CH:4][C:3]=1[C:10]1[CH:15]=[CH:14][C:13]([C:16]([O:18][CH3:19])=[O:17])=[CH:12][C:11]=1OS(C(F)(F)F)(=O)=O.[CH3:28][C:29]([CH3:34])=[CH:30]B(O)O.C(=O)([O-])[O-].[K+].[K+], predict the reaction product. The product is: [F:1][C:2]1[CH:7]=[CH:6][C:5]([O:8][CH3:9])=[CH:4][C:3]=1[C:10]1[CH:15]=[CH:14][C:13]([C:16]([O:18][CH3:19])=[O:17])=[CH:12][C:11]=1[CH:28]=[C:29]([CH3:34])[CH3:30]. (8) The product is: [Cl:34][C:32]1[C:31]([C:35]([F:37])([F:36])[F:38])=[CH:30][N:29]=[C:28]([NH:1][C:2]2[CH:17]=[CH:16][C:5]([C:6]([O:8][CH2:9][C:10]3[CH:15]=[CH:14][CH:13]=[CH:12][CH:11]=3)=[O:7])=[CH:4][CH:3]=2)[N:33]=1. Given the reactants [NH2:1][C:2]1[CH:17]=[CH:16][C:5]([C:6]([O:8][CH2:9][C:10]2[CH:15]=[CH:14][CH:13]=[CH:12][CH:11]=2)=[O:7])=[CH:4][CH:3]=1.CCN(C(C)C)C(C)C.Cl[C:28]1[N:33]=[C:32]([Cl:34])[C:31]([C:35]([F:38])([F:37])[F:36])=[CH:30][N:29]=1.ClCCl, predict the reaction product.